This data is from Catalyst prediction with 721,799 reactions and 888 catalyst types from USPTO. The task is: Predict which catalyst facilitates the given reaction. (1) Reactant: C[O:2][C:3](=[O:33])[CH2:4][N:5]1[C:13]2[C:8](=[CH:9][C:10]([F:14])=[CH:11][CH:12]=2)[C:7]([CH2:15][C:16]2[C:17]([S:22]([C:25]3[CH:30]=[CH:29][C:28]([Cl:31])=[CH:27][CH:26]=3)(=[O:24])=[O:23])=[N:18][CH:19]=[CH:20][CH:21]=2)=[C:6]1[CH3:32].[OH-].[Na+].Cl. Product: [Cl:31][C:28]1[CH:29]=[CH:30][C:25]([S:22]([C:17]2[C:16]([CH2:15][C:7]3[C:8]4[C:13](=[CH:12][CH:11]=[C:10]([F:14])[CH:9]=4)[N:5]([CH2:4][C:3]([OH:33])=[O:2])[C:6]=3[CH3:32])=[CH:21][CH:20]=[CH:19][N:18]=2)(=[O:24])=[O:23])=[CH:26][CH:27]=1. The catalyst class is: 7. (2) Reactant: [NH2:1][C:2]1[C:10]2[C:9]([CH3:11])=[C:8]([CH3:12])[N:7]=[N:6][C:5]=2[S:4][C:3]=1[C:13]([NH:15][CH:16]1[CH2:19][N:18](C(OC(C)(C)C)=O)[CH2:17]1)=[O:14].FC(F)(F)C(O)=O. Product: [NH2:1][C:2]1[C:10]2[C:9]([CH3:11])=[C:8]([CH3:12])[N:7]=[N:6][C:5]=2[S:4][C:3]=1[C:13]([NH:15][CH:16]1[CH2:19][NH:18][CH2:17]1)=[O:14]. The catalyst class is: 61. (3) Product: [Cl:1][C:2]1[CH:7]=[CH:6][CH:5]=[C:4]([F:8])[C:3]=1[CH2:9][N:10]1[C:14]([CH3:15])=[CH:13][C:12]([NH2:16])=[N:11]1. Reactant: [Cl:1][C:2]1[CH:7]=[CH:6][CH:5]=[C:4]([F:8])[C:3]=1[CH2:9][N:10]1[C:14]([CH3:15])=[CH:13][C:12]([N:16]2C(=O)C3C(=CC=CC=3)C2=O)=[N:11]1.O.NN. The catalyst class is: 14. (4) Reactant: [F:1][C:2]1[CH:3]=[N:4][C:5]2[C:10]([C:11]=1[CH2:12][CH2:13][N:14]1[CH2:19][CH2:18][C:17]([NH:21]C(=O)OCC3C=CC=CC=3)([CH3:20])[CH2:16][CH2:15]1)=[N:9][C:8]([O:32][CH3:33])=[CH:7][CH:6]=2. Product: [F:1][C:2]1[CH:3]=[N:4][C:5]2[C:10]([C:11]=1[CH2:12][CH2:13][N:14]1[CH2:15][CH2:16][C:17]([CH3:20])([NH2:21])[CH2:18][CH2:19]1)=[N:9][C:8]([O:32][CH3:33])=[CH:7][CH:6]=2. The catalyst class is: 261. (5) Reactant: [CH:1](=[O:8])[C:2]1C=CC=[CH:4][CH:3]=1.CC1[CH:11]=[CH:12][C:13](S(O)(=O)=O)=[CH:14][CH:15]=1.[CH3:20][CH2:21][O:22][C:23]([CH3:25])=[O:24]. Product: [C:25]1([CH:23]2[O:24][C@H:4]3[CH:3]=[CH:2][CH2:1][O:8][C@@H:20]3[CH2:21][O:22]2)[CH:11]=[CH:12][CH:13]=[CH:14][CH:15]=1. The catalyst class is: 48.